Dataset: Reaction yield outcomes from USPTO patents with 853,638 reactions. Task: Predict the reaction yield, written as a fraction of the theoretical maximum amount of product (1.0 means a 100% yield; for example, 0.34 means a 34% yield). (1) The reactants are [CH2:1]([C:5]1[CH:10]=[CH:9][C:8]([OH:11])=[CH:7][C:6]=1[O:12][CH2:13][CH2:14][C:15]1[N:16]=[C:17]([C:21]2[CH:26]=[CH:25][C:24]([C:27]3[CH:32]=[CH:31][CH:30]=[CH:29][CH:28]=3)=[CH:23][CH:22]=2)[O:18][C:19]=1[CH3:20])[CH2:2][CH2:3][CH3:4].Br[C:34]([CH3:41])([CH3:40])[C:35]([O:37][CH2:38][CH3:39])=[O:36].C(=O)([O-])[O-].[Cs+].[Cs+]. The catalyst is CN(C=O)C. The product is [CH2:38]([O:37][C:35](=[O:36])[C:34]([O:11][C:8]1[CH:9]=[CH:10][C:5]([CH2:1][CH2:2][CH2:3][CH3:4])=[C:6]([O:12][CH2:13][CH2:14][C:15]2[N:16]=[C:17]([C:21]3[CH:22]=[CH:23][C:24]([C:27]4[CH:32]=[CH:31][CH:30]=[CH:29][CH:28]=4)=[CH:25][CH:26]=3)[O:18][C:19]=2[CH3:20])[CH:7]=1)([CH3:41])[CH3:40])[CH3:39]. The yield is 0.680. (2) The product is [C:1]([C:5]1[S:9][C:8]([NH:10][C:23]([NH:22][C:16]2[CH:17]=[CH:18][CH:19]=[C:20]([Cl:21])[C:15]=2[Cl:14])=[O:24])=[C:7]([C:11]([OH:13])=[O:12])[CH:6]=1)([CH3:4])([CH3:2])[CH3:3]. The catalyst is C1COCC1. The yield is 0.830. The reactants are [C:1]([C:5]1[S:9][C:8]([NH2:10])=[C:7]([C:11]([OH:13])=[O:12])[CH:6]=1)([CH3:4])([CH3:3])[CH3:2].[Cl:14][C:15]1[C:20]([Cl:21])=[CH:19][CH:18]=[CH:17][C:16]=1[N:22]=[C:23]=[O:24].